Dataset: Reaction yield outcomes from USPTO patents with 853,638 reactions. Task: Predict the reaction yield, written as a fraction of the theoretical maximum amount of product (1.0 means a 100% yield; for example, 0.34 means a 34% yield). The reactants are C([O:8][C:9]1[C:14]([CH2:15][N:16]2[CH2:25][CH2:24][C:23]3[C:18](=[C:19]([CH3:30])[C:20]([O:26][CH:27]([CH3:29])[CH3:28])=[CH:21][CH:22]=3)[C:17]2=[O:31])=[C:13]([CH3:32])[CH:12]=[C:11]([CH3:33])[N:10]=1)C1C=CC=CC=1.CCOC(C)=O.CO. The catalyst is [Pd].CO. The product is [CH3:32][C:13]1[CH:12]=[C:11]([CH3:33])[NH:10][C:9](=[O:8])[C:14]=1[CH2:15][N:16]1[CH2:25][CH2:24][C:23]2[C:18](=[C:19]([CH3:30])[C:20]([O:26][CH:27]([CH3:28])[CH3:29])=[CH:21][CH:22]=2)[C:17]1=[O:31]. The yield is 0.740.